From a dataset of Catalyst prediction with 721,799 reactions and 888 catalyst types from USPTO. Predict which catalyst facilitates the given reaction. (1) Reactant: [CH2:1]([C:3]1[CH:12]=[CH:11][C:10]2[C:9](=[O:13])[N:8]([CH3:14])[C:7]([NH:15][C:16]3[CH:21]=[CH:20][C:19]([I:22])=[CH:18][C:17]=3[F:23])=[C:6]([C:24]([NH:26][O:27][CH2:28][CH2:29][O:30][Si](C(C)(C)C)(C)C)=[O:25])[C:5]=2[N:4]=1)[CH3:2].CCCC[N+](CCCC)(CCCC)CCCC.[F-]. Product: [CH2:1]([C:3]1[CH:12]=[CH:11][C:10]2[C:9](=[O:13])[N:8]([CH3:14])[C:7]([NH:15][C:16]3[CH:21]=[CH:20][C:19]([I:22])=[CH:18][C:17]=3[F:23])=[C:6]([C:24]([NH:26][O:27][CH2:28][CH2:29][OH:30])=[O:25])[C:5]=2[N:4]=1)[CH3:2]. The catalyst class is: 1. (2) Reactant: [C:1]([O:4][C:5]1[CH:6]=[C:7]2[C:12](=[CH:13][CH:14]=1)[N:11]=[C:10]([C:15]1[CH:20]=[CH:19][CH:18]=[C:17]([N+:21]([O-:23])=[O:22])[CH:16]=1)[N:9]=[C:8]2Cl)(=[O:3])[CH3:2].[NH2:25][C:26]1[CH:27]=[C:28]2[C:32](=[CH:33][CH:34]=1)[N:31]([C:35]([O:37][C:38]([CH3:41])([CH3:40])[CH3:39])=[O:36])[N:30]=[CH:29]2. Product: [C:1]([O:4][C:5]1[CH:6]=[C:7]2[C:12](=[CH:13][CH:14]=1)[N:11]=[C:10]([C:15]1[CH:20]=[CH:19][CH:18]=[C:17]([N+:21]([O-:23])=[O:22])[CH:16]=1)[N:9]=[C:8]2[NH:25][C:26]1[CH:27]=[C:28]2[C:32](=[CH:33][CH:34]=1)[N:31]([C:35]([O:37][C:38]([CH3:41])([CH3:40])[CH3:39])=[O:36])[N:30]=[CH:29]2)(=[O:3])[CH3:2]. The catalyst class is: 41.